Dataset: Full USPTO retrosynthesis dataset with 1.9M reactions from patents (1976-2016). Task: Predict the reactants needed to synthesize the given product. (1) Given the product [CH2:12]([O:19][C@@H:20]1[CH2:23][C@H:22]([NH:24][C:2]2[C:3]([NH2:9])=[CH:4][CH:5]=[C:6]([F:8])[CH:7]=2)[CH2:21]1)[C:13]1[CH:18]=[CH:17][CH:16]=[CH:15][CH:14]=1, predict the reactants needed to synthesize it. The reactants are: F[C:2]1[CH:7]=[C:6]([F:8])[CH:5]=[CH:4][C:3]=1[N+:9]([O-])=O.[CH2:12]([O:19][C@@H:20]1[CH2:23][C@H:22]([NH2:24])[CH2:21]1)[C:13]1[CH:18]=[CH:17][CH:16]=[CH:15][CH:14]=1.CCN(C(C)C)C(C)C. (2) Given the product [C:42]([O:41][C:39]([C:38]1[N:36]=[CH:37][N:13]2[C:14]=1[CH2:15][N:16]([CH3:19])[C:17](=[O:18])[C:11]1[CH:10]=[C:9]([O:8][CH2:1][C:2]3[CH:7]=[CH:6][CH:5]=[CH:4][CH:3]=3)[CH:22]=[CH:21][C:12]2=1)=[O:40])([CH3:45])([CH3:44])[CH3:43], predict the reactants needed to synthesize it. The reactants are: [CH2:1]([O:8][C:9]1[CH:22]=[CH:21][C:12]2[NH:13][C:14](=O)[CH2:15][N:16]([CH3:19])[C:17](=[O:18])[C:11]=2[CH:10]=1)[C:2]1[CH:7]=[CH:6][CH:5]=[CH:4][CH:3]=1.[H-].[Na+].[H][H].P(Cl)(OCC)(OCC)=O.[N+:36]([CH2:38][C:39]([O:41][C:42]([CH3:45])([CH3:44])[CH3:43])=[O:40])#[C-:37].